From a dataset of Forward reaction prediction with 1.9M reactions from USPTO patents (1976-2016). Predict the product of the given reaction. (1) Given the reactants [CH3:1][O:2][C:3]1[CH:4]=[CH:5][CH:6]=[C:7]2[C:12]=1[N:11]([CH3:13])[C:10](=[O:14])[CH2:9][CH2:8]2.[CH3:15][O:16]C(Cl)Cl, predict the reaction product. The product is: [CH3:1][O:2][C:3]1[C:12]2[N:11]([CH3:13])[C:10](=[O:14])[CH2:9][CH2:8][C:7]=2[C:6]([CH:15]=[O:16])=[CH:5][CH:4]=1. (2) Given the reactants Br[C:2]1[CH:11]=[CH:10][C:9]([CH3:12])=[CH:8][C:3]=1[C:4]([O:6][CH3:7])=[O:5].[CH3:13][C:14]1([CH3:30])[C:18]([CH3:20])([CH3:19])[O:17][B:16]([B:16]2[O:17][C:18]([CH3:20])([CH3:19])[C:14]([CH3:30])([CH3:13])[O:15]2)[O:15]1.C(O[K])(C)=O, predict the reaction product. The product is: [CH3:12][C:9]1[CH:10]=[CH:11][C:2]([B:16]2[O:17][C:18]([CH3:20])([CH3:19])[C:14]([CH3:30])([CH3:13])[O:15]2)=[C:3]([CH:8]=1)[C:4]([O:6][CH3:7])=[O:5]. (3) Given the reactants [OH:1][C:2]1[CH:3]=[C:4]2[C:9](=[CH:10][CH:11]=1)[CH:8]=[C:7]([C:12]1[O:13][C:14]3[CH:26]=[CH:25][CH:24]=[CH:23][C:15]=3[C:16]=1[C:17](=[O:22])[CH2:18][CH2:19][CH2:20][CH3:21])[CH:6]=[CH:5]2.O[CH:28]([CH2:34][C:35]1[CH:40]=[CH:39][CH:38]=[CH:37][CH:36]=1)[C:29]([O:31][CH2:32][CH3:33])=[O:30].C1(P(C2C=CC=CC=2)C2C=CC=CC=2)C=CC=CC=1.N(C(OC(C)C)=O)=NC(OC(C)C)=O, predict the reaction product. The product is: [C:17]([C:16]1[C:15]2[CH:23]=[CH:24][CH:25]=[CH:26][C:14]=2[O:13][C:12]=1[C:7]1[CH:8]=[C:9]2[C:4](=[CH:5][CH:6]=1)[CH:3]=[C:2]([O:1][CH:28]([CH2:34][C:35]1[CH:36]=[CH:37][CH:38]=[CH:39][CH:40]=1)[C:29]([O:31][CH2:32][CH3:33])=[O:30])[CH:11]=[CH:10]2)(=[O:22])[CH2:18][CH2:19][CH2:20][CH3:21]. (4) Given the reactants [C:1](N1CCCC1)([O:3][C:4]([CH3:7])([CH3:6])[CH3:5])=[O:2].C1[CH2:22][C@H:21]2N(C[C@H:18]3[C@@H:25]4[CH2:26][CH2:27][CH2:28][CH2:29]N4[CH2:23][C@@H:20]2[CH2:19]3)CC1.C([Li])(CC)C.C(P)(C)(C)C.[F:40][B-](F)(F)F.[H+].[OH-:46].[NH4+:47].C[O:49][C:50](C)(C)C, predict the reaction product. The product is: [F:40][C:21]1[CH:22]=[C:25]([C@H:26]2[CH2:27][CH2:28][CH2:29][N:47]2[C:1]([O:3][C:4]([CH3:5])([CH3:6])[CH3:7])=[O:2])[CH:18]=[CH:19][C:20]=1[C:23]([O:49][CH3:50])=[O:46]. (5) Given the reactants Br[C:2]1[C:7]([CH3:8])=[CH:6][C:5]([Br:9])=[CH:4][N:3]=1.[CH3:10][O-:11].[Na+].Cl, predict the reaction product. The product is: [Br:9][C:5]1[CH:6]=[C:7]([CH3:8])[C:2]([O:11][CH3:10])=[N:3][CH:4]=1. (6) Given the reactants [S:1]1[C:5]2([CH2:10][CH2:9][S:8][CH2:7][CH2:6]2)[CH2:4][N:3]=[C:2]1[C:11]1[NH:12][C:13]2[C:18]([CH:19]=1)=[CH:17][C:16]([O:20][CH2:21][CH2:22][O:23][CH3:24])=[CH:15][C:14]=2[N:25]([CH3:35])[S:26]([C:29]1[CH:34]=[CH:33][CH:32]=[CH:31][N:30]=1)(=[O:28])=[O:27].[OH:36]OS([O-])=O.[K+].S([O-])([O-])=O.[Na+].[Na+], predict the reaction product. The product is: [CH3:24][O:23][CH2:22][CH2:21][O:20][C:16]1[CH:17]=[C:18]2[C:13](=[C:14]([N:25]([CH3:35])[S:26]([C:29]3[CH:34]=[CH:33][CH:32]=[CH:31][N:30]=3)(=[O:27])=[O:28])[CH:15]=1)[NH:12][C:11]([C:2]1[S:1][C:5]3([CH2:6][CH2:7][S:8](=[O:36])[CH2:9][CH2:10]3)[CH2:4][N:3]=1)=[CH:19]2. (7) Given the reactants C1C=C(Cl)C=C(C(OO)=[O:9])C=1.[Cl:12][C:13]1[CH:18]=[CH:17][CH:16]=[CH:15][C:14]=1[CH2:19][CH:20]=[CH2:21].C([O-])([O-])=O.[Na+].[Na+], predict the reaction product. The product is: [Cl:12][C:13]1[CH:18]=[CH:17][CH:16]=[CH:15][C:14]=1[CH2:19][CH:20]1[O:9][CH2:21]1. (8) Given the reactants [NH2:1][C:2]1[C:11]2[C:6](=[CH:7][CH:8]=[CH:9][C:10]=2OC2C=CC(OCC3C=CC=CC=3)=CC=2)[N:5]=[CH:4][N:3]=1.[H][H].CN(C)[C:31](=[O:33])[CH3:32], predict the reaction product. The product is: [NH2:1][C:2]1[C:11]2[C:6](=[CH:7][CH:8]=[CH:9][C:10]=2[C:6]2[CH:7]=[CH:8][C:31]([OH:33])=[CH:32][CH:11]=2)[N:5]=[CH:4][N:3]=1. (9) Given the reactants [NH2:1][C:2]1[NH:6][N:5]=[C:4]([NH:7][C:8]2[CH:13]=[CH:12][C:11]([N:14]3[CH2:19][CH2:18][O:17][CH2:16][C:15]3=[O:20])=[CH:10][CH:9]=2)[C:3]=1[C:21]([NH2:23])=[O:22].[CH3:24][C:25]1[CH:26]=[C:27]([CH:30]=[C:31]([CH3:34])[C:32]=1[OH:33])[CH:28]=O.CN(C=O)C.[BH4-].[Na+], predict the reaction product. The product is: [OH:33][C:32]1[C:31]([CH3:34])=[CH:30][C:27]([CH2:28][NH:1][C:2]2[NH:6][N:5]=[C:4]([NH:7][C:8]3[CH:13]=[CH:12][C:11]([N:14]4[CH2:19][CH2:18][O:17][CH2:16][C:15]4=[O:20])=[CH:10][CH:9]=3)[C:3]=2[C:21]([NH2:23])=[O:22])=[CH:26][C:25]=1[CH3:24].